From a dataset of Full USPTO retrosynthesis dataset with 1.9M reactions from patents (1976-2016). Predict the reactants needed to synthesize the given product. (1) Given the product [CH2:14]([C:13]([C:10]1[CH:11]=[CH:12][C:7]([CH2:6][O:5][CH2:4][C:3]([OH:41])=[O:2])=[C:8]([CH3:40])[CH:9]=1)([C:18]1[CH:23]=[CH:22][C:21]([O:24][CH2:25][CH:26]([OH:31])[C:27]([CH3:29])([CH3:30])[CH3:28])=[C:20]([CH3:39])[CH:19]=1)[CH2:16][CH3:17])[CH3:15], predict the reactants needed to synthesize it. The reactants are: C[O:2][C:3](=[O:41])[CH2:4][O:5][CH2:6][C:7]1[CH:12]=[CH:11][C:10]([C:13]([C:18]2[CH:23]=[CH:22][C:21]([O:24][CH2:25][CH:26]([O:31][Si](C(C)(C)C)(C)C)[C:27]([CH3:30])([CH3:29])[CH3:28])=[C:20]([CH3:39])[CH:19]=2)([CH2:16][CH3:17])[CH2:14][CH3:15])=[CH:9][C:8]=1[CH3:40].C1COCC1.CCCC[N+](CCCC)(CCCC)CCCC.[F-].[OH-].[Na+]. (2) Given the product [F:1][C:2]([F:36])([F:35])[C:3]1[CH:4]=[C:5]([C:13]([CH3:34])([CH3:33])[C:14]([N:16]([C:18]2[C:19]([C:26]3[CH:31]=[CH:30][CH:29]=[CH:28][C:27]=3[CH3:32])=[CH:20][C:21]([N:41]3[CH2:42][CH2:43][N:38]([CH3:37])[CH2:39][CH2:40]3)=[N+:22]([O-:24])[CH:23]=2)[CH3:17])=[O:15])[CH:6]=[C:7]([C:9]([F:12])([F:11])[F:10])[CH:8]=1, predict the reactants needed to synthesize it. The reactants are: [F:1][C:2]([F:36])([F:35])[C:3]1[CH:4]=[C:5]([C:13]([CH3:34])([CH3:33])[C:14]([N:16]([C:18]2[C:19]([C:26]3[CH:31]=[CH:30][CH:29]=[CH:28][C:27]=3[CH3:32])=[CH:20][C:21](Cl)=[N+:22]([O-:24])[CH:23]=2)[CH3:17])=[O:15])[CH:6]=[C:7]([C:9]([F:12])([F:11])[F:10])[CH:8]=1.[CH3:37][N:38]1[CH2:43][CH2:42][NH:41][CH2:40][CH2:39]1. (3) Given the product [OH:3][C@@H:1]([C:4]1[CH:11]=[CH:10][C:7]([C:8]#[N:9])=[CH:6][CH:5]=1)[CH3:2], predict the reactants needed to synthesize it. The reactants are: [C:1]([C:4]1[CH:11]=[CH:10][C:7]([C:8]#[N:9])=[CH:6][CH:5]=1)(=[O:3])[CH3:2].CO.C(O)=O.C(N(CC)CC)C.NCCNCCNCCN. (4) Given the product [CH3:14][N:15]([CH3:11])[CH2:16][CH2:1][C:2]([C:4]1[CH:5]=[CH:6][CH:7]=[C:8]([OH:10])[CH:9]=1)=[O:3], predict the reactants needed to synthesize it. The reactants are: [CH3:1][C:2]([C:4]1[CH:5]=[CH:6][CH:7]=[C:8]([OH:10])[CH:9]=1)=[O:3].[CH2:11]=O.Cl.[CH3:14][NH:15][CH3:16].Cl. (5) Given the product [Cl:1][C:2]1[C:3]([O:44][C:43]2[CH:42]=[CH:41][C:40]([C:45]3[CH:50]=[CH:49][CH:48]=[CH:47][CH:46]=3)=[CH:39][C:38]=2[C:37]2[N:33]([CH3:32])[N:34]=[CH:35][CH:36]=2)=[CH:4][C:5]([F:30])=[C:6]([S:8]([NH:11][C:12]2[CH:17]=[CH:16][C:15]([F:18])=[CH:14][N:13]=2)(=[O:9])=[O:10])[CH:7]=1, predict the reactants needed to synthesize it. The reactants are: [Cl:1][C:2]1[C:3](F)=[CH:4][C:5]([F:30])=[C:6]([S:8]([N:11](CC2C=CC(OC)=CC=2OC)[C:12]2[CH:17]=[CH:16][C:15]([F:18])=[CH:14][N:13]=2)(=[O:10])=[O:9])[CH:7]=1.[CH3:32][N:33]1[C:37]([C:38]2[CH:39]=[C:40]([C:45]3[CH:50]=[CH:49][CH:48]=[CH:47][CH:46]=3)[CH:41]=[CH:42][C:43]=2[OH:44])=[CH:36][CH:35]=[N:34]1.C(=O)([O-])[O-].[K+].[K+].Cl.